This data is from Full USPTO retrosynthesis dataset with 1.9M reactions from patents (1976-2016). The task is: Predict the reactants needed to synthesize the given product. (1) Given the product [Cl:3][C:4]1[C:9]([C:10]2[CH:11]=[CH:12][CH:13]=[CH:14][CH:15]=2)=[N:8][N:7]=[C:6]2[N:16]([CH3:20])[N:17]=[C:18]([I:19])[C:5]=12, predict the reactants needed to synthesize it. The reactants are: [H-].[Na+].[Cl:3][C:4]1[C:9]([C:10]2[CH:15]=[CH:14][CH:13]=[CH:12][CH:11]=2)=[N:8][N:7]=[C:6]2[NH:16][N:17]=[C:18]([I:19])[C:5]=12.[CH3:20]I.[Li+].[Cl-]. (2) Given the product [Br:15][CH2:13][CH:11]([CH3:12])[C:10](=[O:14])[CH2:9][C:3]1[CH:4]=[CH:5][C:6]([Cl:8])=[CH:7][C:2]=1[Cl:1], predict the reactants needed to synthesize it. The reactants are: [Cl:1][C:2]1[CH:7]=[C:6]([Cl:8])[CH:5]=[CH:4][C:3]=1[CH2:9][C:10](=[O:14])[CH:11]([CH3:13])[CH3:12].[Br:15]N1C(=O)CCC1=O. (3) Given the product [CH2:1]([O:8][C:9]1[CH:10]=[C:11]2[C:15](=[CH:16][CH:17]=1)[N:14]([CH3:25])[C:13]([C:18]([O:20][CH2:21][CH3:22])=[O:19])=[CH:12]2)[C:2]1[CH:3]=[CH:4][CH:5]=[CH:6][CH:7]=1, predict the reactants needed to synthesize it. The reactants are: [CH2:1]([O:8][C:9]1[CH:10]=[C:11]2[C:15](=[CH:16][CH:17]=1)[NH:14][C:13]([C:18]([O:20][CH2:21][CH3:22])=[O:19])=[CH:12]2)[C:2]1[CH:7]=[CH:6][CH:5]=[CH:4][CH:3]=1.CI.[C:25](=O)([O-])[O-].[K+].[K+]. (4) Given the product [NH2:14][C:10]1[CH:9]=[C:8]2[C:13](=[CH:12][CH:11]=1)[N:5]([CH2:1][CH:2]([CH3:3])[CH3:4])[C:6](=[O:17])[CH2:7]2, predict the reactants needed to synthesize it. The reactants are: [CH2:1]([N:5]1[C:13]2[C:8](=[CH:9][C:10]([N+:14]([O-])=O)=[CH:11][CH:12]=2)[CH2:7][C:6]1=[O:17])[CH:2]([CH3:4])[CH3:3].[Cl-].[NH4+]. (5) Given the product [C:1]([C:4]1[CH:5]=[C:6]([C:10]2[CH:11]=[CH:12][C:13](/[C:16](/[CH3:36])=[CH:17]/[CH2:18][O:19][C:20]3[CH:21]=[CH:22][C:23]([CH2:26][C@H:27]([O:33][CH2:34][CH3:35])[C:28]([OH:30])=[O:29])=[CH:24][CH:25]=3)=[CH:14][CH:15]=2)[CH:7]=[CH:8][CH:9]=1)(=[O:3])[CH3:2], predict the reactants needed to synthesize it. The reactants are: [C:1]([C:4]1[CH:5]=[C:6]([C:10]2[CH:15]=[CH:14][C:13](/[C:16](/[CH3:36])=[CH:17]/[CH2:18][O:19][C:20]3[CH:25]=[CH:24][C:23]([CH2:26][C@H:27]([O:33][CH2:34][CH3:35])[C:28]([O:30]CC)=[O:29])=[CH:22][CH:21]=3)=[CH:12][CH:11]=2)[CH:7]=[CH:8][CH:9]=1)(=[O:3])[CH3:2].[OH-].[Na+]. (6) Given the product [C:11]([N:18]1[CH2:23][CH2:22][N:21]([CH:24]([C:25]#[N:26])[C:28]([C:30]2[S:31][C:32]3[CH:38]=[CH:37][C:36]([O:39][CH3:40])=[CH:35][C:33]=3[N:34]=2)=[NH:29])[C@H:20]([CH3:27])[CH2:19]1)(=[O:44])[C:12]1[CH:13]=[CH:14][CH:15]=[CH:16][CH:17]=1, predict the reactants needed to synthesize it. The reactants are: C[Si]([N-][Si](C)(C)C)(C)C.[Na+].[CH2:11]([N:18]1[CH2:23][CH2:22][N:21]([CH2:24][C:25]#[N:26])[C@H:20]([CH3:27])[CH2:19]1)[C:12]1[CH:17]=[CH:16][CH:15]=[CH:14][CH:13]=1.[C:28]([C:30]1[S:31][C:32]2[CH:38]=[CH:37][C:36]([O:39][CH3:40])=[CH:35][C:33]=2[N:34]=1)#[N:29].C1C[O:44]CC1. (7) Given the product [C:39]([O:43][C:44]([N:46]1[CH2:51][CH2:50][CH:49]([CH2:52][NH:53][C:10](=[O:11])[C@@H:9]([NH:13][C:14](=[O:38])[C:15]2[CH:16]=[CH:17][C:18]([S:21](=[O:36])(=[O:37])[NH:22][C:23]3[CH:28]=[CH:27][CH:26]=[CH:25][C:24]=3[O:29][C:30]3[CH:31]=[CH:32][CH:33]=[CH:34][CH:35]=3)=[CH:19][CH:20]=2)[CH2:8][C:5]2[CH:6]=[CH:7][C:2]([OH:1])=[CH:3][CH:4]=2)[CH2:48][CH2:47]1)=[O:45])([CH3:42])([CH3:41])[CH3:40], predict the reactants needed to synthesize it. The reactants are: [OH:1][C:2]1[CH:7]=[CH:6][C:5]([CH2:8][C@H:9]([NH:13][C:14](=[O:38])[C:15]2[CH:20]=[CH:19][C:18]([S:21](=[O:37])(=[O:36])[NH:22][C:23]3[CH:28]=[CH:27][CH:26]=[CH:25][C:24]=3[O:29][C:30]3[CH:35]=[CH:34][CH:33]=[CH:32][CH:31]=3)=[CH:17][CH:16]=2)[C:10](O)=[O:11])=[CH:4][CH:3]=1.[C:39]([O:43][C:44]([N:46]1[CH2:51][CH2:50][CH:49]([CH2:52][NH2:53])[CH2:48][CH2:47]1)=[O:45])([CH3:42])([CH3:41])[CH3:40].